From a dataset of Forward reaction prediction with 1.9M reactions from USPTO patents (1976-2016). Predict the product of the given reaction. (1) Given the reactants [CH2:1]([N:28]1[C:32]([CH3:34])([CH3:33])[C:31](=[O:35])[N:30]([C:36]2[CH:41]=[CH:40][C:39]([N+:42]([O-:44])=[O:43])=[C:38]([C:45](F)(F)F)[CH:37]=2)[C:29]1=[O:49])[CH2:2][CH2:3][CH2:4][CH2:5][N:6]1[C:10]([CH3:12])([CH3:11])[C:9](=[O:13])[N:8]([C:14]2[CH:19]=[CH:18][C:17]([N+:20]([O-:22])=[O:21])=[C:16]([C:23](F)(F)F)[CH:15]=2)[C:7]1=[O:27].CC1(C)NC(=O)N(C2C=CC([N+]([O-])=O)=C(C(F)(F)F)C=2)C1=O, predict the reaction product. The product is: [CH2:5]([N:6]1[C:10]([CH3:12])([CH3:11])[C:9](=[O:13])[N:8]([C:14]2[CH:19]=[CH:18][C:17]([N+:20]([O-:22])=[O:21])=[C:16]([CH3:23])[CH:15]=2)[C:7]1=[O:27])[CH2:4][CH2:3][CH2:2][CH2:1][N:28]1[C:32]([CH3:34])([CH3:33])[C:31](=[O:35])[N:30]([C:36]2[CH:41]=[CH:40][C:39]([N+:42]([O-:44])=[O:43])=[C:38]([CH3:45])[CH:37]=2)[C:29]1=[O:49]. (2) Given the reactants [CH3:1][C@@H:2]1[CH2:7][N:6]([C:8]([C:10]2[C:15]([C:16]3[N:21]=[CH:20][CH:19]=[CH:18][N:17]=3)=[CH:14][CH:13]=[C:12]([CH3:22])[N:11]=2)=[O:9])[C@H:5]([CH2:23][OH:24])[CH2:4][CH2:3]1.[H-].[Na+].F[C:28]1[CH:33]=[C:32]([C:34]([F:37])([F:36])[F:35])[CH:31]=[CH:30][N:29]=1, predict the reaction product. The product is: [CH3:22][C:12]1[N:11]=[C:10]([C:8]([N:6]2[CH2:7][C@@H:2]([CH3:1])[CH2:3][CH2:4][C@H:5]2[CH2:23][O:24][C:28]2[CH:33]=[C:32]([C:34]([F:37])([F:36])[F:35])[CH:31]=[CH:30][N:29]=2)=[O:9])[C:15]([C:16]2[N:21]=[CH:20][CH:19]=[CH:18][N:17]=2)=[CH:14][CH:13]=1. (3) Given the reactants [NH2:1][C:2]1[CH:10]=[CH:9][CH:8]=[C:7]2[C:3]=1[CH2:4][CH2:5][CH:6]2[N:11]1[CH2:16][CH2:15][N:14]([C:17]([O:19][CH3:20])=[O:18])[CH2:13][CH2:12]1.C(N(CC)CC)C.[CH3:28][C:29]1[CH:34]=[CH:33][C:32]([N:35]=[C:36]=[O:37])=[CH:31][N:30]=1, predict the reaction product. The product is: [CH3:28][C:29]1[N:30]=[CH:31][C:32]([NH:35][C:36](=[O:37])[NH:1][C:2]2[CH:10]=[CH:9][CH:8]=[C:7]3[C:3]=2[CH2:4][CH2:5][CH:6]3[N:11]2[CH2:12][CH2:13][N:14]([C:17]([O:19][CH3:20])=[O:18])[CH2:15][CH2:16]2)=[CH:33][CH:34]=1.